Dataset: Reaction yield outcomes from USPTO patents with 853,638 reactions. Task: Predict the reaction yield, written as a fraction of the theoretical maximum amount of product (1.0 means a 100% yield; for example, 0.34 means a 34% yield). (1) The yield is 0.630. The reactants are [Br:1][C:2]1[CH:7]=[CH:6][C:5]([C:8](=[O:11])[CH2:9][CH3:10])=[CH:4][CH:3]=1.C(O)(=O)C.[Br:16]Br. The product is [Br:16][CH:9]([CH3:10])[C:8]([C:5]1[CH:4]=[CH:3][C:2]([Br:1])=[CH:7][CH:6]=1)=[O:11]. The catalyst is O. (2) The reactants are [NH2:1][C:2]1[N:7]=[CH:6][N:5]=[C:4]2[N:8]([CH:12]([C:14]3[O:15][C:16]4[C:21]([C:22](=[O:31])[C:23]=3[C:24]3[CH:29]=[CH:28][CH:27]=[C:26]([F:30])[CH:25]=3)=[CH:20][CH:19]=[CH:18][CH:17]=4)[CH3:13])[N:9]=[C:10](I)[C:3]=12.[NH2:32][C:33]1[N:38]=[CH:37][C:36](B(O)O)=[CH:35][N:34]=1.C(=O)([O-])[O-].[Na+].[Na+].ClCCl. The product is [NH2:1][C:2]1[N:7]=[CH:6][N:5]=[C:4]2[N:8]([CH:12]([C:14]3[O:15][C:16]4[C:21]([C:22](=[O:31])[C:23]=3[C:24]3[CH:29]=[CH:28][CH:27]=[C:26]([F:30])[CH:25]=3)=[CH:20][CH:19]=[CH:18][CH:17]=4)[CH3:13])[N:9]=[C:10]([C:36]3[CH:35]=[N:34][C:33]([NH2:32])=[N:38][CH:37]=3)[C:3]=12. The catalyst is CN(C=O)C.C(O)C.O. The yield is 0.140.